This data is from Full USPTO retrosynthesis dataset with 1.9M reactions from patents (1976-2016). The task is: Predict the reactants needed to synthesize the given product. (1) Given the product [Br:1][C:2]1[CH:27]=[N:26][C:5]2[N:6]=[C:7]([N:13]3[CH2:16][C:15]([CH3:17])([NH2:18])[CH2:14]3)[C:8]3[N:9]([CH:10]=[N:11][N:12]=3)[C:4]=2[CH:3]=1, predict the reactants needed to synthesize it. The reactants are: [Br:1][C:2]1[CH:27]=[N:26][C:5]2[N:6]=[C:7]([N:13]3[CH2:16][C:15]([NH:18]C(=O)OC(C)(C)C)([CH3:17])[CH2:14]3)[C:8]3[N:9]([CH:10]=[N:11][N:12]=3)[C:4]=2[CH:3]=1.C(O)(C(F)(F)F)=O. (2) Given the product [OH:12][CH2:11][C:10]1[CH:9]=[C:8]([I:17])[C:7]([O:6][C:5]2[CH:18]=[CH:19][C:2]([OH:1])=[CH:3][CH:4]=2)=[C:15]([I:16])[CH:14]=1, predict the reactants needed to synthesize it. The reactants are: [OH:1][C:2]1[CH:19]=[CH:18][C:5]([O:6][C:7]2[C:15]([I:16])=[CH:14][C:10]([C:11](O)=[O:12])=[CH:9][C:8]=2[I:17])=[CH:4][CH:3]=1.B.C1COCC1.